This data is from Full USPTO retrosynthesis dataset with 1.9M reactions from patents (1976-2016). The task is: Predict the reactants needed to synthesize the given product. (1) Given the product [Cl:13][C:14]1[CH:21]=[C:20]([OH:22])[CH:19]=[CH:18][C:15]=1[CH:16]=[CH:1][C:2](=[O:7])[CH2:3][C:4](=[O:6])[CH3:5], predict the reactants needed to synthesize it. The reactants are: [CH3:1][C:2](=[O:7])[CH2:3][C:4](=[O:6])[CH3:5].B(OB=O)=O.[Cl:13][C:14]1[CH:21]=[C:20]([OH:22])[CH:19]=[CH:18][C:15]=1[CH:16]=O.C(OC)(OC)OC.C(N)CCC.Cl. (2) Given the product [Cl:1][C:2]1[CH:3]=[C:4]2[C:8](=[CH:9][CH:10]=1)[NH:7][CH:6]=[C:5]2[CH2:11][CH2:12][NH:13][C:14](=[O:23])[C:15]1[CH:20]=[CH:19][CH:18]=[C:17]([CH2:21][C:29]2[CH:28]=[CH:27][CH:26]=[C:25]([Cl:24])[CH:30]=2)[CH:16]=1, predict the reactants needed to synthesize it. The reactants are: [Cl:1][C:2]1[CH:3]=[C:4]2[C:8](=[CH:9][CH:10]=1)[NH:7][CH:6]=[C:5]2[CH2:11][CH2:12][NH:13][C:14](=[O:23])[C:15]1[CH:20]=[CH:19][CH:18]=[C:17]([CH2:21]Cl)[CH:16]=1.[Cl:24][C:25]1[CH:26]=[C:27](B(O)O)[CH:28]=[CH:29][CH:30]=1.C(=O)([O-])[O-].[Na+].[Na+].[I-].[Na+].